This data is from Reaction yield outcomes from USPTO patents with 853,638 reactions. The task is: Predict the reaction yield, written as a fraction of the theoretical maximum amount of product (1.0 means a 100% yield; for example, 0.34 means a 34% yield). (1) The product is [CH2:6]([CH:5]1[CH2:14][O:15][C:3](=[O:23])[CH2:4]1)[CH2:7][C:8]1[CH:9]=[CH:10][CH:11]=[CH:12][CH:13]=1. The reactants are CO[C:3](=[O:23])[CH:4]=[C:5]([CH2:14][O:15]CC1C=CC=CC=1)[CH2:6][CH2:7][C:8]1[CH:13]=[CH:12][CH:11]=[CH:10][CH:9]=1. The yield is 0.620. The catalyst is [Pd].C(O)(=O)C. (2) The reactants are [C:1]([NH:4][C:5]1[CH:13]=[CH:12][CH:11]=[CH:10][C:6]=1[C:7](O)=[O:8])(=O)[CH3:2].[NH2:14][NH2:15].O. No catalyst specified. The product is [NH2:14][N:15]1[C:7](=[O:8])[C:6]2[C:5](=[CH:13][CH:12]=[CH:11][CH:10]=2)[N:4]=[C:1]1[CH3:2]. The yield is 0.125. (3) The reactants are Cl[C:2]1[N:7]=[CH:6][N:5]=[C:4]([NH:8][C:9]2[N:10]=[CH:11][C:12]([C:15]#[N:16])=[N:13][CH:14]=2)[CH:3]=1.[NH2:17][CH2:18][CH:19]1[CH2:24][CH2:23][N:22](C(OC(C)(C)C)=O)[CH2:21][CH2:20]1.C(N(CC)CC)C. The catalyst is CN1CCCC1=O. The product is [NH:22]1[CH2:23][CH2:24][CH:19]([CH2:18][NH:17][C:2]2[N:7]=[CH:6][N:5]=[C:4]([NH:8][C:9]3[N:10]=[CH:11][C:12]([C:15]#[N:16])=[N:13][CH:14]=3)[CH:3]=2)[CH2:20][CH2:21]1. The yield is 0.0600. (4) The reactants are [Br:1][C:2]1[CH:3]=[C:4]([NH:10][C:11]2[CH:16]=[CH:15][C:14]([C:17](O)([CH3:19])[CH3:18])=[CH:13][N:12]=2)[C:5](=[O:9])[N:6]([CH3:8])[CH:7]=1.[C:21]([OH:24])(=O)[CH3:22].S(=O)(=O)(O)O.C(=O)(O)[O-].[Na+].C(#[N:37])C. The catalyst is C(OCC)(=O)C. The product is [Br:1][C:2]1[CH:3]=[C:4]([NH:10][C:11]2[N:12]=[CH:13][C:14]([C:17]([NH:37][C:21](=[O:24])[CH3:22])([CH3:19])[CH3:18])=[CH:15][CH:16]=2)[C:5](=[O:9])[N:6]([CH3:8])[CH:7]=1. The yield is 0.340. (5) The reactants are [CH3:1][N:2]([S:20]([C:23]1[S:24][CH:25]=[CH:26][CH:27]=1)(=[O:22])=[O:21])[C:3]1[CH:4]=[CH:5][CH:6]=[C:7]2[C:11]=1[NH:10][C:9]([C:12]1[S:13][CH:14]([C:17](O)=[O:18])[CH2:15][N:16]=1)=[CH:8]2.[NH:28]1[CH2:33][CH2:32][O:31][CH2:30][CH2:29]1.N1(O)C2C=CC=CC=2N=N1.Cl.CN(C)CCCN=C=NCC. The catalyst is O.CN(C)C=O. The product is [CH3:1][N:2]([C:3]1[CH:4]=[CH:5][CH:6]=[C:7]2[C:11]=1[NH:10][C:9]([C:12]1[S:13][CH:14]([C:17]([N:28]3[CH2:33][CH2:32][O:31][CH2:30][CH2:29]3)=[O:18])[CH2:15][N:16]=1)=[CH:8]2)[S:20]([C:23]1[S:24][CH:25]=[CH:26][CH:27]=1)(=[O:21])=[O:22]. The yield is 0.860.